Regression. Given a peptide amino acid sequence and an MHC pseudo amino acid sequence, predict their binding affinity value. This is MHC class II binding data. From a dataset of Peptide-MHC class II binding affinity with 134,281 pairs from IEDB. (1) The peptide sequence is GVIMMFLSLGVGA. The MHC is DRB1_1302 with pseudo-sequence DRB1_1302. The binding affinity (normalized) is 0.154. (2) The peptide sequence is YAVSFNYFVCNLLQE. The MHC is HLA-DQA10401-DQB10402 with pseudo-sequence HLA-DQA10401-DQB10402. The binding affinity (normalized) is 0.243. (3) The peptide sequence is SASVLSFMDKGIPFM. The MHC is HLA-DQA10501-DQB10302 with pseudo-sequence HLA-DQA10501-DQB10302. The binding affinity (normalized) is 0.523. (4) The peptide sequence is FTRPLISGLFPQEML. The MHC is DRB1_0101 with pseudo-sequence DRB1_0101. The binding affinity (normalized) is 0.844.